From a dataset of Reaction yield outcomes from USPTO patents with 853,638 reactions. Predict the reaction yield, written as a fraction of the theoretical maximum amount of product (1.0 means a 100% yield; for example, 0.34 means a 34% yield). (1) The product is [BrH:16].[CH3:9][N:7]([CH2:6][C:5]1[C:4]([CH2:13][CH2:14][CH3:15])=[C:3]([OH:2])[CH:12]=[CH:11][CH:10]=1)[CH3:8]. The yield is 0.790. No catalyst specified. The reactants are C[O:2][C:3]1[C:4]([CH2:13][CH2:14][CH3:15])=[C:5]([CH:10]=[CH:11][CH:12]=1)[CH2:6][N:7]([CH3:9])[CH3:8].[BrH:16].C(O)(=O)C. (2) The reactants are [Br:1][C:2]1[CH:10]=[CH:9][CH:8]=[C:7]2[C:3]=1[CH:4]=[N:5][NH:6]2.Br[CH2:12][C:13]1[CH:18]=[CH:17][CH:16]=[CH:15][C:14]=1[F:19]. No catalyst specified. The product is [Br:1][C:2]1[C:3]2[C:7]([CH:8]=[CH:9][CH:10]=1)=[N:6][N:5]([CH2:12][C:13]1[CH:18]=[CH:17][CH:16]=[CH:15][C:14]=1[F:19])[CH:4]=2. The yield is 0.630. (3) The reactants are [C:1]1([CH2:7][C:8]2[O:12][N:11]=[C:10]([CH2:13][CH2:14][CH2:15]O)[N:9]=2)[CH:6]=[CH:5][CH:4]=[CH:3][CH:2]=1.[CH2:17]([N:21]1[C:29]2[N:28]=[C:27]([Cl:30])[N:26](CC=C)[C:25]=2[C:24](=[O:34])[NH:23][C:22]1=[O:35])[CH2:18][CH2:19][CH3:20].C1C=CC(P(C2C=CC=CC=2)C2C=CC=CC=2)=CC=1.C1C=CC(COC(/N=N/C(OCC2C=CC=CC=2)=O)=O)=CC=1. The catalyst is C1COCC1. The product is [CH2:17]([N:21]1[C:29]2[N:28]=[C:27]([Cl:30])[NH:26][C:25]=2[C:24](=[O:34])[N:23]([CH2:15][CH2:14][CH2:13][C:10]2[N:9]=[C:8]([CH2:7][C:1]3[CH:2]=[CH:3][CH:4]=[CH:5][CH:6]=3)[O:12][N:11]=2)[C:22]1=[O:35])[CH2:18][CH2:19][CH3:20]. The yield is 0.630. (4) The reactants are [Br:1][C:2]1[CH:7]=[CH:6][C:5]([CH2:8]Br)=[C:4]([I:10])[CH:3]=1.[C:11]1([P:17]([C:24]2[CH:29]=[CH:28][CH:27]=[CH:26][CH:25]=2)[C:18]2[CH:23]=[CH:22][CH:21]=[CH:20][CH:19]=2)[CH:16]=[CH:15][CH:14]=[CH:13][CH:12]=1.C1(C)C=CC=CC=1. The catalyst is CN(C=O)C. The product is [Br-:1].[Br:1][C:2]1[CH:7]=[CH:6][C:5]([CH2:8][P+:17]([C:18]2[CH:19]=[CH:20][CH:21]=[CH:22][CH:23]=2)([C:24]2[CH:29]=[CH:28][CH:27]=[CH:26][CH:25]=2)[C:11]2[CH:12]=[CH:13][CH:14]=[CH:15][CH:16]=2)=[C:4]([I:10])[CH:3]=1. The yield is 0.910. (5) The reactants are [Cl:1][C:2]1[CH:3]=[CH:4][C:5]([N:15]2[CH:19]=[C:18]([Cl:20])[N:17]=[N:16]2)=[C:6]([C:8]2[N:13]=[CH:12][N:11]=[C:10]([OH:14])[CH:9]=2)[CH:7]=1.CN(C(ON1N=NC2C=CC=NC1=2)=[N+](C)C)C.F[P-](F)(F)(F)(F)F.C1CCN2C(=NCCC2)CC1.N[C@@H:57]1[C:73]2[CH:74]=[C:69]([CH:70]=[CH:71][CH:72]=2)[C:68]2[N:67]([CH3:75])[N:66]=[CH:65][C:64]=2[NH:63][C:62](=[O:76])[C@H:61]([CH3:77])[CH2:60][CH2:59][CH2:58]1. The catalyst is CC#N.C(Cl)Cl.CO. The product is [Cl:1][C:2]1[CH:3]=[CH:4][C:5]([N:15]2[CH:19]=[C:18]([Cl:20])[N:17]=[N:16]2)=[C:6]([C:8]2[N:13]=[CH:12][N:11]([C@@H:57]3[C:73]4[CH:74]=[C:69]([CH:70]=[CH:71][CH:72]=4)[C:68]4[N:67]([CH3:75])[N:66]=[CH:65][C:64]=4[NH:63][C:62](=[O:76])[C@H:61]([CH3:77])[CH2:60][CH2:59][CH2:58]3)[C:10](=[O:14])[CH:9]=2)[CH:7]=1. The yield is 0.280.